Predict the reaction yield, written as a fraction of the theoretical maximum amount of product (1.0 means a 100% yield; for example, 0.34 means a 34% yield). From a dataset of Reaction yield outcomes from USPTO patents with 853,638 reactions. (1) The reactants are [CH3:1][O:2][C:3]([NH:5][C@H:6]([C:11]([N:13]1[CH2:17][CH2:16][CH2:15][C@H:14]1[C:18]1[NH:19][C:20]([C:23]2[CH:28]=[C:27]3[CH2:29][O:30][C:31]4[CH:58]=[C:57]5[C:34]([CH:35]=[CH:36][C:37]6[N:41]=[C:40]([C@@H:42]7[CH2:46][C@H:45]([CH2:47][O:48][CH3:49])[CH2:44][N:43]7C(OC(C)(C)C)=O)[NH:39][C:38]=65)=[CH:33][C:32]=4[C:26]3=[CH:25][CH:24]=2)=[CH:21][N:22]=1)=[O:12])[C@@H:7]([CH3:10])[O:8][CH3:9])=[O:4].Cl.[CH3:60][O:61][C:62]([NH:64][C@H:65]([C:69]1[CH:74]=[CH:73][CH:72]=[CH:71][CH:70]=1)[C:66](O)=[O:67])=[O:63].CCN(C(C)C)C(C)C.CCOC(C(C#N)=NOC(N1CCOCC1)=[N+](C)C)=O.F[P-](F)(F)(F)(F)F. The product is [CH3:9][O:8][C@H:7]([CH3:10])[C@H:6]([NH:5][C:3]([O:2][CH3:1])=[O:4])[C:11]([N:13]1[CH2:17][CH2:16][CH2:15][C@H:14]1[C:18]1[NH:19][C:20]([C:23]2[CH:28]=[C:27]3[CH2:29][O:30][C:31]4[CH:58]=[C:57]5[C:34]([CH:35]=[CH:36][C:37]6[N:41]=[C:40]([C@@H:42]7[CH2:46][C@H:45]([CH2:47][O:48][CH3:49])[CH2:44][N:43]7[C:66](=[O:67])[C@H:65]([NH:64][C:62](=[O:63])[O:61][CH3:60])[C:69]7[CH:74]=[CH:73][CH:72]=[CH:71][CH:70]=7)[NH:39][C:38]=65)=[CH:33][C:32]=4[C:26]3=[CH:25][CH:24]=2)=[CH:21][N:22]=1)=[O:12]. The yield is 0.460. The catalyst is C(Cl)Cl.CO. (2) The reactants are [Cl:1][C:2]1[CH:10]=[C:9]2[C:5]([C:6]([CH:11]=[O:12])=[CH:7][NH:8]2)=[CH:4][C:3]=1[C:13]1[CH:18]=[CH:17][C:16]([O:19][CH2:20][CH2:21][OH:22])=[C:15]([F:23])[CH:14]=1.Cl([O-])=[O:25].[Na+].CC(=CC)C.P([O-])(O)(O)=O.[Na+]. The catalyst is O.C(O)(C)(C)C. The product is [Cl:1][C:2]1[CH:10]=[C:9]2[C:5]([C:6]([C:11]([OH:25])=[O:12])=[CH:7][NH:8]2)=[CH:4][C:3]=1[C:13]1[CH:18]=[CH:17][C:16]([O:19][CH2:20][CH2:21][OH:22])=[C:15]([F:23])[CH:14]=1. The yield is 0.490. (3) The reactants are [NH2:1][C:2]1[N:7]=[CH:6][N:5]=[C:4]2[N:8]([CH:20]([C:22]3[O:23][C:24]4[C:29]([C:30](=[O:39])[C:31]=3[C:32]3[CH:37]=[CH:36][CH:35]=[C:34]([F:38])[CH:33]=3)=[CH:28][CH:27]=[CH:26][CH:25]=4)[CH3:21])[N:9]=[C:10]([C:11]3[CH:16]=[C:15]([O:17]C)[CH:14]=[CH:13][C:12]=3[Cl:19])[C:3]=12. The catalyst is ClCCl.B(Br)(Br)Br. The product is [NH2:1][C:2]1[N:7]=[CH:6][N:5]=[C:4]2[N:8]([CH:20]([C:22]3[O:23][C:24]4[C:29]([C:30](=[O:39])[C:31]=3[C:32]3[CH:37]=[CH:36][CH:35]=[C:34]([F:38])[CH:33]=3)=[CH:28][CH:27]=[CH:26][CH:25]=4)[CH3:21])[N:9]=[C:10]([C:11]3[CH:16]=[C:15]([OH:17])[CH:14]=[CH:13][C:12]=3[Cl:19])[C:3]=12. The yield is 0.620. (4) The reactants are O.NN.[CH3:4][C:5]1([CH3:19])[CH2:11][CH2:10][CH2:9][NH:8][C:7]2[CH:12]=[CH:13][C:14]([N+:16]([O-])=O)=[CH:15][C:6]1=2. The catalyst is [Pd].C(O)C. The product is [CH3:4][C:5]1([CH3:19])[CH2:11][CH2:10][CH2:9][NH:8][C:7]2[CH:12]=[CH:13][C:14]([NH2:16])=[CH:15][C:6]1=2. The yield is 0.910. (5) The product is [CH:30]1([S:33]([NH:36][C:15]([C:9]2([NH:8][C:6](=[O:7])[O:5][C:1]([CH3:2])([CH3:3])[CH3:4])[CH2:11][CH:10]2[CH:12]([F:13])[F:14])=[O:17])(=[O:35])=[O:34])[CH2:32][CH2:31]1. The yield is 0.840. The reactants are [C:1]([O:5][C:6]([NH:8][C:9]1([C:15]([OH:17])=O)[CH2:11][CH:10]1[CH:12]([F:14])[F:13])=[O:7])([CH3:4])([CH3:3])[CH3:2].C1N=CN(C(N2C=NC=C2)=O)C=1.[CH:30]1([S:33]([NH2:36])(=[O:35])=[O:34])[CH2:32][CH2:31]1.C1CCN2C(=NCCC2)CC1. The catalyst is O1CCCC1. (6) The reactants are Br[C:2]1[CH:3]=[CH:4][C:5]([NH2:8])=[N:6][CH:7]=1.[CH3:9][C:10]1(C)[C:14](C)(C)OB(C(C)=C)O1.C([O-])([O-])=O.[K+].[K+]. The yield is 0.710. The product is [CH2:9]=[C:10]([C:2]1[CH:3]=[CH:4][C:5]([NH2:8])=[N:6][CH:7]=1)[CH3:14]. The catalyst is COCCOC.O.C(P(C(C)(C)C)C(C)(C)C)(C)(C)C.C(P(C(C)(C)C)C(C)(C)C)(C)(C)C.[Pd]. (7) The reactants are [Cl:1][C:2]1[CH:7]=[CH:6][C:5](B(O)O)=[C:4]([O:11][CH3:12])[CH:3]=1.Cl[C:14]1[C:23]2[C:18](=[CH:19][C:20]([S:24]([NH:27][C:28]3[CH:33]=[CH:32][N:31]=[CH:30][N:29]=3)(=[O:26])=[O:25])=[CH:21][CH:22]=2)[CH:17]=[CH:16][N:15]=1.P([O-])([O-])([O-])=O.[K+].[K+].[K+].Cl. The catalyst is O1CCOCC1. The product is [Cl:1][C:2]1[CH:7]=[CH:6][C:5]([C:2]2[CH:7]=[CH:6][C:5]([C:14]3[C:23]4[C:18](=[CH:19][C:20]([S:24]([NH:27][C:28]5[CH:33]=[CH:32][N:31]=[CH:30][N:29]=5)(=[O:26])=[O:25])=[CH:21][CH:22]=4)[CH:17]=[CH:16][N:15]=3)=[C:4]([O:11][CH3:12])[CH:3]=2)=[C:4]([O:11][CH3:12])[CH:3]=1. The yield is 0.0220.